This data is from Full USPTO retrosynthesis dataset with 1.9M reactions from patents (1976-2016). The task is: Predict the reactants needed to synthesize the given product. (1) Given the product [CH3:1][O:2][C:3]1[CH:4]=[CH:5][C:6]([C:9]2[CH:10]=[CH:11][C:12]([C:15]([NH:35][CH2:36][CH2:37][CH2:38][NH:39][C:40]3[C:44]4[CH:45]=[C:46]([S:49](=[O:50])(=[O:51])[NH:52][CH2:53][C:54]5[CH:55]=[CH:56][C:57]([O:60][CH3:61])=[CH:58][CH:59]=5)[CH:47]=[CH:48][C:43]=4[S:42][N:41]=3)=[O:17])=[CH:13][CH:14]=2)=[CH:7][CH:8]=1, predict the reactants needed to synthesize it. The reactants are: [CH3:1][O:2][C:3]1[CH:8]=[CH:7][C:6]([C:9]2[CH:14]=[CH:13][C:12]([C:15]([OH:17])=O)=[CH:11][CH:10]=2)=[CH:5][CH:4]=1.C(P(=O)(OCC)OCC)#N.CN1CCOCC1.[NH2:35][CH2:36][CH2:37][CH2:38][NH:39][C:40]1[C:44]2[CH:45]=[C:46]([S:49]([NH:52][CH2:53][C:54]3[CH:59]=[CH:58][C:57]([O:60][CH3:61])=[CH:56][CH:55]=3)(=[O:51])=[O:50])[CH:47]=[CH:48][C:43]=2[S:42][N:41]=1. (2) Given the product [C:11]([C:8]1([C:4]2[CH:3]=[C:2]([NH:1][C:18](=[O:19])[C:17]3[CH:21]=[CH:22][C:23]([O:24][CH3:25])=[C:15]([O:14][CH3:13])[CH:16]=3)[CH:7]=[CH:6][CH:5]=2)[CH2:9][CH2:10]1)#[N:12], predict the reactants needed to synthesize it. The reactants are: [NH2:1][C:2]1[CH:3]=[C:4]([C:8]2([C:11]#[N:12])[CH2:10][CH2:9]2)[CH:5]=[CH:6][CH:7]=1.[CH3:13][O:14][C:15]1[CH:16]=[C:17]([CH:21]=[CH:22][C:23]=1[O:24][CH3:25])[C:18](Cl)=[O:19].C(N(CC)CC)C. (3) Given the product [CH3:19][N:20]1[C:24]([OH:25])=[C:23]([C:8](=[O:10])[C:7]2[CH:11]=[CH:12][C:13]([S:14]([CH3:17])(=[O:16])=[O:15])=[C:5]([NH:4][CH:1]3[CH2:2][CH2:3]3)[C:6]=2[CH3:18])[C:22]([CH3:26])=[N:21]1, predict the reactants needed to synthesize it. The reactants are: [CH:1]1([NH:4][C:5]2[C:6]([CH3:18])=[C:7]([CH:11]=[CH:12][C:13]=2[S:14]([CH3:17])(=[O:16])=[O:15])[C:8]([OH:10])=O)[CH2:3][CH2:2]1.[CH3:19][N:20]1[C:24]([OH:25])=[CH:23][C:22]([CH3:26])=[N:21]1.Cl.CN(C)CCCN=C=NCC.CCN(CC)CC.[Si](C#N)(C)(C)C.[C-]#N.[K+].